From a dataset of Forward reaction prediction with 1.9M reactions from USPTO patents (1976-2016). Predict the product of the given reaction. Given the reactants [CH2:1]([N:3]1[CH2:8][CH2:7][N:6]([C:9]2[C:14]3[CH:15]=[CH:16][S:17][C:13]=3[CH:12]=[C:11]([C:18]3[CH:23]=[CH:22][C:21]([CH:24]=[O:25])=[CH:20][CH:19]=3)[N:10]=2)[CH2:5][CH2:4]1)[CH3:2].[CH2:26]([Mg]Br)[CH3:27].C(OCC)C.[Cl-].[NH4+], predict the reaction product. The product is: [CH2:1]([N:3]1[CH2:8][CH2:7][N:6]([C:9]2[C:14]3[CH:15]=[CH:16][S:17][C:13]=3[CH:12]=[C:11]([C:18]3[CH:23]=[CH:22][C:21]([CH:24]([OH:25])[CH2:26][CH3:27])=[CH:20][CH:19]=3)[N:10]=2)[CH2:5][CH2:4]1)[CH3:2].